This data is from PAMPA (Parallel Artificial Membrane Permeability Assay) permeability data from NCATS. The task is: Regression/Classification. Given a drug SMILES string, predict its absorption, distribution, metabolism, or excretion properties. Task type varies by dataset: regression for continuous measurements (e.g., permeability, clearance, half-life) or binary classification for categorical outcomes (e.g., BBB penetration, CYP inhibition). Dataset: pampa_ncats. The drug is C1COC2=C(C=C(C=C2)C3=CC(=NC=N3)N4CCC(CC4)C(=O)N)OC1. The result is 1 (high permeability).